Dataset: Catalyst prediction with 721,799 reactions and 888 catalyst types from USPTO. Task: Predict which catalyst facilitates the given reaction. Reactant: [C:1]([C:3]1[C:4]([NH:15][C@H:16]([C:18]2[N:23]=[C:22]3[CH:24]=[CH:25][N:26]([CH3:27])[C:21]3=[CH:20][C:19]=2[N:28]2[CH2:33][CH2:32][N:31]([C:34]([O:36][C:37]([CH3:40])([CH3:39])[CH3:38])=[O:35])[CH2:30][CH2:29]2)[CH3:17])=[N:5][C:6](S(C)(=O)=O)=[N:7][C:8]=1[CH2:9][CH3:10])#[N:2].[NH3:41]. Product: [NH2:41][C:6]1[N:5]=[C:4]([NH:15][C@H:16]([C:18]2[N:23]=[C:22]3[CH:24]=[CH:25][N:26]([CH3:27])[C:21]3=[CH:20][C:19]=2[N:28]2[CH2:33][CH2:32][N:31]([C:34]([O:36][C:37]([CH3:38])([CH3:39])[CH3:40])=[O:35])[CH2:30][CH2:29]2)[CH3:17])[C:3]([C:1]#[N:2])=[C:8]([CH2:9][CH3:10])[N:7]=1. The catalyst class is: 225.